Dataset: Full USPTO retrosynthesis dataset with 1.9M reactions from patents (1976-2016). Task: Predict the reactants needed to synthesize the given product. (1) The reactants are: [F:1][C:2]1[CH:7]=[C:6](B2OC(C)(C)C(C)(C)O2)[CH:5]=[CH:4][C:3]=1[NH:17][S:18]([CH3:21])(=[O:20])=[O:19].Br[C:23]1[CH:28]=[CH:27][C:26]([C:29]([F:32])([F:31])[F:30])=[C:25]([F:33])[C:24]=1[F:34].C(=O)([O-])[O-].[Cs+].[Cs+]. Given the product [F:34][C:24]1[C:25]([F:33])=[C:26]([C:29]([F:32])([F:30])[F:31])[CH:27]=[CH:28][C:23]=1[C:6]1[CH:5]=[CH:4][C:3]([NH:17][S:18]([CH3:21])(=[O:19])=[O:20])=[C:2]([F:1])[CH:7]=1, predict the reactants needed to synthesize it. (2) Given the product [CH3:38][O:39][C:40](=[O:49])[CH2:41][C:43]1[CH:44]=[CH:45][CH:46]=[CH:47][CH:48]=1, predict the reactants needed to synthesize it. The reactants are: COC1C=C(C(O)CCC2C=CC(C(F)(F)F)=CC=2)C=CC=1OC.CS(Cl)(=O)=O.CCN(CC)CC.Cl.[CH3:38][O:39][C:40](=[O:49])[C@H:41]([C:43]1[CH:48]=[CH:47][CH:46]=[CH:45][CH:44]=1)N. (3) Given the product [OH:29][C:23]([C:25]([F:28])([F:27])[F:26])=[O:24].[NH2:7][CH:8]([CH2:9][CH3:10])[C@@H:11]([C:13]1[O:14][C:15]2[CH:21]=[CH:20][CH:19]=[CH:18][C:16]=2[N:17]=1)[OH:12], predict the reactants needed to synthesize it. The reactants are: C(OC(=O)[NH:7][C@H:8]([CH:11]([C:13]1[O:14][C:15]2[CH:21]=[CH:20][CH:19]=[CH:18][C:16]=2[N:17]=1)[OH:12])[CH2:9][CH3:10])(C)(C)C.[C:23]([OH:29])([C:25]([F:28])([F:27])[F:26])=[O:24]. (4) Given the product [Br:16][C:12]1[CH:11]=[C:10]([CH3:17])[C:9]([O:8][CH2:7][CH2:6][OH:5])=[C:14]([CH3:15])[CH:13]=1, predict the reactants needed to synthesize it. The reactants are: [BH4-].[Na+].C([O:5][C:6](=O)[CH2:7][O:8][C:9]1[C:14]([CH3:15])=[CH:13][C:12]([Br:16])=[CH:11][C:10]=1[CH3:17])C.O1CCCC1.C(O)C. (5) Given the product [CH3:31][N:1]1[C:5]2[CH:6]=[CH:7][CH:8]=[CH:9][C:4]=2[N:3]=[C:2]1[C@H:10]1[CH2:15][CH2:14][CH2:13][C@@H:12]([NH:16][C:17]([C:19]2[CH:28]=[CH:27][C:22]3[O:23][CH2:24][CH2:25][O:26][C:21]=3[CH:20]=2)=[O:18])[CH2:11]1, predict the reactants needed to synthesize it. The reactants are: [NH:1]1[C:5]2[CH:6]=[CH:7][CH:8]=[CH:9][C:4]=2[N:3]=[C:2]1[C@H:10]1[CH2:15][CH2:14][CH2:13][C@@H:12]([NH:16][C:17]([C:19]2[CH:28]=[CH:27][C:22]3[O:23][CH2:24][CH2:25][O:26][C:21]=3[CH:20]=2)=[O:18])[CH2:11]1.IC.[C:31](=O)([O-])[O-].[K+].[K+].